Dataset: Forward reaction prediction with 1.9M reactions from USPTO patents (1976-2016). Task: Predict the product of the given reaction. (1) Given the reactants [Br:1][C:2]1[C:3]([NH:9][C:10]([C:12]2[O:13][CH:14]=[CH:15][CH:16]=2)=[NH:11])=[N:4][CH:5]=[C:6]([Br:8])[N:7]=1.C([O-])(=O)C.C([O-])(=O)C.C([O-])(=O)C.C([O-])(=O)C.[Pb+4], predict the reaction product. The product is: [Br:8][C:6]1[N:7]=[C:2]([Br:1])[C:3]2[N:4]([N:11]=[C:10]([C:12]3[O:13][CH:14]=[CH:15][CH:16]=3)[N:9]=2)[CH:5]=1. (2) Given the reactants Cl.[F:2][C:3]1[CH:8]=[C:7]([F:9])[CH:6]=[CH:5][C:4]=1[CH2:10][C:11](=[NH:15])[O:12][CH2:13][CH3:14].[N:16]#[C:17]N, predict the reaction product. The product is: [C:17]([N:15]=[C:11]([O:12][CH2:13][CH3:14])[CH2:10][C:4]1[CH:5]=[CH:6][C:7]([F:9])=[CH:8][C:3]=1[F:2])#[N:16]. (3) Given the reactants [N+:1]([O-:4])(O)=[O:2].[C:5]1([C@@H:11]([CH2:19][CH3:20])[CH2:12][C@H:13]2[CH2:17][O:16][C:15]([NH2:18])=[N:14]2)[CH:10]=[CH:9][CH:8]=[CH:7][CH:6]=1.[OH-].[Na+], predict the reaction product. The product is: [N+:1]([C:8]1[CH:7]=[CH:6][C:5]([C@@H:11]([CH2:19][CH3:20])[CH2:12][C@H:13]2[CH2:17][O:16][C:15]([NH2:18])=[N:14]2)=[CH:10][CH:9]=1)([O-:4])=[O:2]. (4) Given the reactants [H-].[Na+].[NH2:3][C@@H:4]1[C:13]2[C:8](=[CH:9][CH:10]=[CH:11][CH:12]=2)[C@H:7]([OH:14])[CH2:6][CH2:5]1.F[C:16]1[CH:17]=[CH:18][C:19]2[N:20]([C:22]([C:25]([N:28]([CH3:30])[CH3:29])([CH3:27])[CH3:26])=[N:23][N:24]=2)[CH:21]=1.N, predict the reaction product. The product is: [CH3:30][N:28]([CH3:29])[C:25]([C:22]1[N:20]2[CH:21]=[C:16]([O:14][C@H:7]3[C:8]4[C:13](=[CH:12][CH:11]=[CH:10][CH:9]=4)[C@@H:4]([NH2:3])[CH2:5][CH2:6]3)[CH:17]=[CH:18][C:19]2=[N:24][N:23]=1)([CH3:27])[CH3:26]. (5) Given the reactants C([NH:4][C:5]1[C:10]([N+:11]([O-:13])=[O:12])=[C:9]([NH:14]C(=O)C)[C:8]([N+:18]([O-:20])=[O:19])=[C:7]([NH:21]C(=O)C)[C:6]=1[C:25]1[CH:30]=[CH:29][C:28]([CH3:31])=[CH:27][CH:26]=1)(=O)C.Cl, predict the reaction product. The product is: [NH2:4][C:5]1[C:10]([N+:11]([O-:13])=[O:12])=[C:9]([NH2:14])[C:8]([N+:18]([O-:20])=[O:19])=[C:7]([NH2:21])[C:6]=1[C:25]1[CH:30]=[CH:29][C:28]([CH3:31])=[CH:27][CH:26]=1.